Predict the reactants needed to synthesize the given product. From a dataset of Full USPTO retrosynthesis dataset with 1.9M reactions from patents (1976-2016). (1) Given the product [C:40]([C:39]1[CH:42]=[CH:43][C:36]([N:26]2[CH2:25][CH2:24][CH:23]([N:20]3[CH2:21][CH2:22][C@@H:18]([NH:17][C:2](=[O:1])[CH2:3][NH:4][C:5](=[O:16])[C:6]4[CH:11]=[CH:10][CH:9]=[C:8]([C:12]([F:15])([F:14])[F:13])[CH:7]=4)[CH2:19]3)[CH2:28][CH2:27]2)=[CH:37][CH:38]=1)#[N:41], predict the reactants needed to synthesize it. The reactants are: [O:1]=[C:2]([NH:17][C@@H:18]1[CH2:22][CH2:21][N:20]([CH:23]2[CH2:28][CH2:27][NH:26][CH2:25][CH2:24]2)[CH2:19]1)[CH2:3][NH:4][C:5](=[O:16])[C:6]1[CH:11]=[CH:10][CH:9]=[C:8]([C:12]([F:15])([F:14])[F:13])[CH:7]=1.C([O-])([O-])=O.[K+].[K+].F[C:36]1[CH:43]=[CH:42][C:39]([C:40]#[N:41])=[CH:38][CH:37]=1.[NH4+].[OH-]. (2) Given the product [NH2:3][O:12][C@H:13]1[CH2:17][CH2:16][N:15]([C:18]([O:20][C:21]([CH3:24])([CH3:23])[CH3:22])=[O:19])[CH2:14]1, predict the reactants needed to synthesize it. The reactants are: O=C1C2C(=CC=CC=2)C(=O)[N:3]1[O:12][C@H:13]1[CH2:17][CH2:16][N:15]([C:18]([O:20][C:21]([CH3:24])([CH3:23])[CH3:22])=[O:19])[CH2:14]1.O[C@@H]1CCN(C(OC(C)(C)C)=O)C1.NN.